Predict the product of the given reaction. From a dataset of Forward reaction prediction with 1.9M reactions from USPTO patents (1976-2016). (1) Given the reactants [Cl:1][C:2]1[CH:7]=[C:6]([O:8][CH3:9])[CH:5]=[CH:4][C:3]=1[C:10]1[N:15]2[N:16]=[C:17]([CH3:22])[C:18](C(O)=O)=[C:14]2[CH:13]=[CH:12][C:11]=1[CH3:23].C([N:26](CC)CC)C.C1(P(N=[N+]=[N-])(C2C=CC=CC=2)=O)C=CC=CC=1.O, predict the reaction product. The product is: [Cl:1][C:2]1[CH:7]=[C:6]([O:8][CH3:9])[CH:5]=[CH:4][C:3]=1[C:10]1[N:15]2[N:16]=[C:17]([CH3:22])[C:18]([NH2:26])=[C:14]2[CH:13]=[CH:12][C:11]=1[CH3:23]. (2) Given the reactants [Br:1][C:2]1[CH:14]=[C:13]2[C:5]([C:6]3[CH:7]=[CH:8][C:9]([NH2:15])=[CH:10][C:11]=3[CH2:12]2)=[CH:4][CH:3]=1.I[CH2:17][CH2:18][CH2:19][CH3:20].CC(C)([O-])C.[K+].O1[CH2:31][CH2:30][CH2:29][CH2:28]1, predict the reaction product. The product is: [Br:1][C:2]1[CH:14]=[C:13]2[C:5]([C:6]3[CH:7]=[CH:8][C:9]([NH2:15])=[CH:10][C:11]=3[C:12]2([CH2:28][CH2:29][CH2:30][CH3:31])[CH2:17][CH2:18][CH2:19][CH3:20])=[CH:4][CH:3]=1. (3) The product is: [CH2:1]([N:5]([C:6]1[CH:11]=[CH:10][CH:9]=[CH:8][CH:7]=1)[C:25](=[O:26])[C:24]1[CH:28]=[CH:29][CH:30]=[C:22]([N+:19]([O-:21])=[O:20])[CH:23]=1)[CH2:2][CH2:3][CH3:4]. Given the reactants [CH2:1]([NH:5][C:6]1[CH:11]=[CH:10][CH:9]=[CH:8][CH:7]=1)[CH2:2][CH2:3][CH3:4].C(N(CC)CC)C.[N+:19]([C:22]1[CH:23]=[C:24]([CH:28]=[CH:29][CH:30]=1)[C:25](Cl)=[O:26])([O-:21])=[O:20], predict the reaction product. (4) Given the reactants [C:1]([O:5][C:6]([N:8]1[CH2:13][CH2:12][CH:11]([CH:14]2[O:23][C:17]3=[CH:18][N:19]=[C:20](Cl)[CH:21]=[C:16]3[CH2:15]2)[CH2:10][CH2:9]1)=[O:7])([CH3:4])([CH3:3])[CH3:2].[CH3:24][S:25]([CH2:28][C:29]1[CH:34]=[CH:33][C:32](B(O)O)=[CH:31][CH:30]=1)(=[O:27])=[O:26], predict the reaction product. The product is: [C:1]([O:5][C:6]([N:8]1[CH2:13][CH2:12][CH:11]([CH:14]2[O:23][C:17]3=[CH:18][N:19]=[C:20]([C:32]4[CH:31]=[CH:30][C:29]([CH2:28][S:25]([CH3:24])(=[O:27])=[O:26])=[CH:34][CH:33]=4)[CH:21]=[C:16]3[CH2:15]2)[CH2:10][CH2:9]1)=[O:7])([CH3:4])([CH3:3])[CH3:2]. (5) Given the reactants [C:1]([OH:17])(=[O:16])[C:2]([C:10]1[CH:15]=[CH:14][CH:13]=[CH:12][CH:11]=1)([C:4]1[CH:9]=[CH:8][CH:7]=[CH:6][CH:5]=1)[OH:3].[CH2:18]1CCN2C(=NCCC2)CC1.CI, predict the reaction product. The product is: [C:1]([O:17][CH3:18])(=[O:16])[C:2]([C:10]1[CH:11]=[CH:12][CH:13]=[CH:14][CH:15]=1)([C:4]1[CH:9]=[CH:8][CH:7]=[CH:6][CH:5]=1)[OH:3]. (6) The product is: [CH3:1][O:2][C:3](=[O:20])[C:4]1[CH:9]=[CH:8][C:7]([S:10][C:11]2[CH:16]=[CH:15][C:14]([O:17][CH3:18])=[CH:13][CH:12]=2)=[C:6]([NH:19][C:33]2[C:23]3[CH:28]=[CH:27][CH:26]=[N:25][C:24]=3[N:29]=[CH:30][N:31]=2)[CH:5]=1. Given the reactants [CH3:1][O:2][C:3](=[O:20])[C:4]1[CH:9]=[CH:8][C:7]([S:10][C:11]2[CH:16]=[CH:15][C:14]([O:17][CH3:18])=[CH:13][CH:12]=2)=[C:6]([NH2:19])[CH:5]=1.C([C:23]1[C:24]([N:29]=[CH:30][N:31]([CH3:33])C)=[N:25][CH:26]=[CH:27][CH:28]=1)#N, predict the reaction product. (7) Given the reactants N#N.[N:3]([C@H:6]1[C@H:10]([OH:11])[CH2:9][N:8]([C:12]([O:14][C:15]([CH3:18])([CH3:17])[CH3:16])=[O:13])[CH2:7]1)=[N+:4]=[N-:5].[S:19](Cl)([C:22]1[CH:28]=[CH:27][C:25]([CH3:26])=[CH:24][CH:23]=1)(=[O:21])=[O:20], predict the reaction product. The product is: [N:3]([C@H:6]1[C@H:10]([O:11][S:19]([C:22]2[CH:28]=[CH:27][C:25]([CH3:26])=[CH:24][CH:23]=2)(=[O:21])=[O:20])[CH2:9][N:8]([C:12]([O:14][C:15]([CH3:18])([CH3:17])[CH3:16])=[O:13])[CH2:7]1)=[N+:4]=[N-:5].